This data is from Catalyst prediction with 721,799 reactions and 888 catalyst types from USPTO. The task is: Predict which catalyst facilitates the given reaction. (1) Reactant: CS(O[C@H:6]1[C@H:11]([NH:12][C:13]([O:15][CH2:16][CH2:17][Si:18]([CH3:21])([CH3:20])[CH3:19])=[O:14])[CH2:10][O:9][C:8]([CH3:23])([CH3:22])[CH2:7]1)(=O)=O.[N-:24]=[N+:25]=[N-:26].[Na+].C([O-])(=O)C.[Na+]. Product: [N:24]([C@H:6]1[CH2:7][C:8]([CH3:23])([CH3:22])[O:9][CH2:10][C@H:11]1[NH:12][C:13](=[O:14])[O:15][CH2:16][CH2:17][Si:18]([CH3:21])([CH3:20])[CH3:19])=[N+:25]=[N-:26]. The catalyst class is: 42. (2) Reactant: [CH3:1][C:2]1[N:3]=[C:4]2[C:9]([NH:10][CH:11]3[C:20]4[C:15](=[CH:16][CH:17]=[CH:18][C:19]=4[CH3:21])[O:14][CH2:13][CH2:12]3)=[CH:8][C:7]([C:22](O)=[O:23])=[CH:6][N:5]2[CH:25]=1.Cl.[CH3:27][NH:28][CH3:29].O.ON1C2C=CC=CC=2N=N1.C(N(CC)CC)C.Cl.CN(C)CCCN=C=NCC. Product: [CH3:27][N:28]([CH3:29])[C:22]([C:7]1[CH:8]=[C:9]([NH:10][CH:11]2[C:20]3[C:15](=[CH:16][CH:17]=[CH:18][C:19]=3[CH3:21])[O:14][CH2:13][CH2:12]2)[C:4]2[N:5]([CH:25]=[C:2]([CH3:1])[N:3]=2)[CH:6]=1)=[O:23]. The catalyst class is: 46. (3) Reactant: C(O[C:6]([N:8]1[CH2:13][CH2:12][CH:11]([CH2:14][O:15][C:16]2[CH:25]=[C:24]3[C:19]([C:20]([NH:26][C:27]4[C:32]([Cl:33])=[CH:31][CH:30]=[C:29]5[O:34][CH2:35][O:36][C:28]=45)=[N:21][CH:22]=[N:23]3)=[C:18]([O:37][CH:38]3[CH2:43][CH2:42][O:41][CH2:40][CH2:39]3)[CH:17]=2)[CH2:10][CH2:9]1)=O)(C)(C)C.C=O. Product: [Cl:33][C:32]1[C:27]([NH:26][C:20]2[C:19]3[C:24](=[CH:25][C:16]([O:15][CH2:14][CH:11]4[CH2:10][CH2:9][N:8]([CH3:6])[CH2:13][CH2:12]4)=[CH:17][C:18]=3[O:37][CH:38]3[CH2:39][CH2:40][O:41][CH2:42][CH2:43]3)[N:23]=[CH:22][N:21]=2)=[C:28]2[O:36][CH2:35][O:34][C:29]2=[CH:30][CH:31]=1. The catalyst class is: 106.